From a dataset of Acute oral toxicity (LD50) regression data from Zhu et al.. Regression/Classification. Given a drug SMILES string, predict its toxicity properties. Task type varies by dataset: regression for continuous values (e.g., LD50, hERG inhibition percentage) or binary classification for toxic/non-toxic outcomes (e.g., AMES mutagenicity, cardiotoxicity, hepatotoxicity). Dataset: ld50_zhu. (1) The compound is CCCCCOC(C)=O. The rat oral LD50 is 1.30, given as -log10 of the dose in mol/kg body weight (higher means more acutely toxic). (2) The molecule is O=P(O)(O)OCC(Cl)(Cl)Cl. The rat oral LD50 is 2.21, given as -log10 of the dose in mol/kg body weight (higher means more acutely toxic). (3) The compound is N#CCCNCCC#N. The rat oral LD50 is 1.66, given as -log10 of the dose in mol/kg body weight (higher means more acutely toxic). (4) The molecule is CCCCOC(=O)c1ccccc1C(=O)OCCCC. The rat oral LD50 is 1.54, given as -log10 of the dose in mol/kg body weight (higher means more acutely toxic).